The task is: Predict which catalyst facilitates the given reaction.. This data is from Catalyst prediction with 721,799 reactions and 888 catalyst types from USPTO. (1) Reactant: [CH3:1][C:2]1[CH:7]=[CH:6][N:5]=[C:4]([NH:8][C:9]2[N:14]=[C:13]([C:15]3[O:19][C:18](C=CC4C=CC(C#N)=CC=4)=[N:17][CH:16]=3)[CH:12]=[CH:11][CH:10]=2)[CH:3]=1.CC1C=CN=C(NC2C=CC=C(C3OC=NC=3)N=2)C=1.Br[C:50]1[CH:51]=[C:52]([S:56]([N:59]([CH2:61][CH2:62][OH:63])[CH3:60])(=[O:58])=[O:57])[CH:53]=[CH:54][CH:55]=1.O(C(C)(C)C)[Li]. Product: [OH:63][CH2:62][CH2:61][N:59]([CH3:60])[S:56]([C:52]1[CH:53]=[CH:54][CH:55]=[C:50]([C:18]2[O:19][C:15]([C:13]3[CH:12]=[CH:11][CH:10]=[C:9]([NH:8][C:4]4[CH:3]=[C:2]([CH3:1])[CH:7]=[CH:6][N:5]=4)[N:14]=3)=[CH:16][N:17]=2)[CH:51]=1)(=[O:58])=[O:57]. The catalyst class is: 203. (2) Reactant: [C:1](=O)([O-])[O-].[K+].[K+].CI.[N+:9]([C:12]1[CH:13]=[CH:14][C:15]2[NH:20][CH2:19][CH2:18][O:17][C:16]=2[CH:21]=1)([O-])=O.[H-].[Na+]. Product: [CH3:1][N:20]1[CH2:19][CH2:18][O:17][C:16]2[CH:21]=[C:12]([NH2:9])[CH:13]=[CH:14][C:15]1=2. The catalyst class is: 3.